This data is from Catalyst prediction with 721,799 reactions and 888 catalyst types from USPTO. The task is: Predict which catalyst facilitates the given reaction. The catalyst class is: 7. Reactant: [Li+].[OH-].[C:3]([C:5]([O:8][C:9]1[CH:14]=[C:13]([CH3:15])[C:12]([C:16]2[CH:24]=[CH:23][C:22]([F:25])=[C:21]3[C:17]=2[CH2:18][CH2:19][C@H:20]3[O:26][C:27]2[CH:40]=[CH:39][C:30]3[C@H:31]([CH2:34][C:35]([O:37]C)=[O:36])[CH2:32][O:33][C:29]=3[CH:28]=2)=[C:11]([CH3:41])[CH:10]=1)([CH3:7])[CH3:6])#[N:4].Cl. Product: [C:3]([C:5]([O:8][C:9]1[CH:14]=[C:13]([CH3:15])[C:12]([C:16]2[CH:24]=[CH:23][C:22]([F:25])=[C:21]3[C:17]=2[CH2:18][CH2:19][C@H:20]3[O:26][C:27]2[CH:40]=[CH:39][C:30]3[C@H:31]([CH2:34][C:35]([OH:37])=[O:36])[CH2:32][O:33][C:29]=3[CH:28]=2)=[C:11]([CH3:41])[CH:10]=1)([CH3:7])[CH3:6])#[N:4].